From a dataset of Reaction yield outcomes from USPTO patents with 853,638 reactions. Predict the reaction yield, written as a fraction of the theoretical maximum amount of product (1.0 means a 100% yield; for example, 0.34 means a 34% yield). (1) The reactants are [CH:1]([C:4]1[C:12](C(=O)C(C)C)=[C:7]2[CH:8]=[CH:9][CH:10]=[CH:11][N:6]2[N:5]=1)([CH3:3])[CH3:2].S(=O)(=O)(O)O.[OH-].[Na+]. The catalyst is O. The product is [CH:1]([C:4]1[CH:12]=[C:7]2[CH:8]=[CH:9][CH:10]=[CH:11][N:6]2[N:5]=1)([CH3:3])[CH3:2]. The yield is 0.810. (2) The reactants are [CH:1]1[N:6]=[C:5](Cl)[C:4]2[N:8]=[CH:9][N:10]([C@@H:11]3[O:15][C@H:14]([CH2:16][OH:17])[C@@H:13]([OH:18])[C@H:12]3[OH:19])[C:3]=2[N:2]=1.[CH3:20][O:21][CH2:22][CH2:23][NH2:24]. The catalyst is C(O)C. The product is [CH3:20][O:21][CH2:22][CH2:23][NH:24][C:5]1[C:4]2[N:8]=[CH:9][N:10]([C:3]=2[N:2]=[CH:1][N:6]=1)[C@@H:11]1[O:15][C@H:14]([CH2:16][OH:17])[C@@H:13]([OH:18])[C@H:12]1[OH:19]. The yield is 0.980. (3) The reactants are [NH2:1][C:2]1[N:7]=[CH:6][N:5]=[C:4]2[N:8]([CH:12]([C:14]3[O:15][C:16]4[C:21]([C:22](=[O:31])[C:23]=3[C:24]3[CH:29]=[CH:28][CH:27]=[C:26]([F:30])[CH:25]=3)=[CH:20][CH:19]=[CH:18][CH:17]=4)[CH3:13])[N:9]=[C:10](I)[C:3]=12.[CH3:32][O:33][C:34]1[N:39]=[CH:38][C:37](B(O)O)=[CH:36][N:35]=1.C(=O)([O-])[O-].[Na+].[Na+].ClCCl. The catalyst is CN(C=O)C.C(O)C.O. The product is [NH2:1][C:2]1[N:7]=[CH:6][N:5]=[C:4]2[N:8]([CH:12]([C:14]3[O:15][C:16]4[C:21]([C:22](=[O:31])[C:23]=3[C:24]3[CH:29]=[CH:28][CH:27]=[C:26]([F:30])[CH:25]=3)=[CH:20][CH:19]=[CH:18][CH:17]=4)[CH3:13])[N:9]=[C:10]([C:37]3[CH:36]=[N:35][C:34]([O:33][CH3:32])=[N:39][CH:38]=3)[C:3]=12. The yield is 0.510. (4) The reactants are [Cl:1][C:2]1[CH:11]=[C:10]([CH:12]=[CH2:13])[CH:9]=[CH:8][C:3]=1[C:4]([O:6][CH3:7])=[O:5]. The catalyst is [O-]S([O-])(=O)=O.[Ba+2].[Pd].C(OCC)(=O)C. The product is [Cl:1][C:2]1[CH:11]=[C:10]([CH2:12][CH3:13])[CH:9]=[CH:8][C:3]=1[C:4]([O:6][CH3:7])=[O:5]. The yield is 0.960. (5) The reactants are Br[C:2]1[CH:3]=[C:4]([CH:9]=[CH:10][C:11]([O:13]CC)=[O:12])[CH:5]=[CH:6][C:7]=1[OH:8].[CH3:16][O:17][C:18]1[CH:42]=[CH:41][C:21]([CH2:22][O:23][C:24]2[C:25](B(O)O)=[CH:26][C:27]3[C:28]([CH3:37])([CH3:36])[CH2:29][CH2:30][C:31]([CH3:35])([CH3:34])[C:32]=3[CH:33]=2)=[CH:20][CH:19]=1. No catalyst specified. The product is [OH:8][C:7]1[CH:2]=[CH:3][C:4]([CH:9]=[CH:10][C:11]([OH:13])=[O:12])=[CH:5][C:6]=1[C:25]1[C:24]([O:23][CH2:22][C:21]2[CH:41]=[CH:42][C:18]([O:17][CH3:16])=[CH:19][CH:20]=2)=[CH:33][C:32]2[C:31]([CH3:35])([CH3:34])[CH2:30][CH2:29][C:28]([CH3:37])([CH3:36])[C:27]=2[CH:26]=1. The yield is 0.490. (6) The product is [S:23]1[CH:24]=[CH:25][N:26]=[C:22]1[NH:8][S:9]([C:12]1[CH:13]=[CH:14][C:15]2[NH:20][CH2:19][CH2:18][O:17][C:16]=2[CH:21]=1)(=[O:10])=[O:11]. The reactants are COC1C=CC(C[N:8]([C:22]2[S:23][CH:24]=[CH:25][N:26]=2)[S:9]([C:12]2[CH:13]=[CH:14][C:15]3[NH:20][CH2:19][CH2:18][O:17][C:16]=3[CH:21]=2)(=[O:11])=[O:10])=CC=1.C(O)(C(F)(F)F)=O. The yield is 1.00. The catalyst is C(Cl)Cl. (7) The reactants are II.[C:3]([O:7][C:8]([NH:10][C@@H:11]([CH2:16]I)[C:12]([O:14][CH3:15])=[O:13])=[O:9])([CH3:6])([CH3:5])[CH3:4].Br[C:19]1[CH:24]=[CH:23][C:22]([C:25]2[N:26]=[C:27]([C:30]3[CH:35]=[CH:34][C:33]([O:36][CH2:37][CH2:38][CH2:39][CH2:40][CH2:41][CH2:42][CH3:43])=[CH:32][CH:31]=3)[S:28][CH:29]=2)=[CH:21][CH:20]=1.C(Cl)Cl. The catalyst is CN(C=O)C.[Zn].C1C=CC(/C=C/C(/C=C/C2C=CC=CC=2)=O)=CC=1.C1C=CC(/C=C/C(/C=C/C2C=CC=CC=2)=O)=CC=1.C1C=CC(/C=C/C(/C=C/C2C=CC=CC=2)=O)=CC=1.[Pd].[Pd].C1(P(C2CCCCC2)C2C=CC=CC=2C2C(OC)=CC=CC=2OC)CCCCC1. The product is [C:3]([O:7][C:8]([NH:10][C@@H:11]([CH2:16][C:19]1[CH:20]=[CH:21][C:22]([C:25]2[N:26]=[C:27]([C:30]3[CH:31]=[CH:32][C:33]([O:36][CH2:37][CH2:38][CH2:39][CH2:40][CH2:41][CH2:42][CH3:43])=[CH:34][CH:35]=3)[S:28][CH:29]=2)=[CH:23][CH:24]=1)[C:12]([O:14][CH3:15])=[O:13])=[O:9])([CH3:6])([CH3:5])[CH3:4]. The yield is 0.830. (8) The reactants are [Cl:1][C:2]1[CH:3]=[C:4]([C:9]2([CH:15]=O)[CH2:14][CH2:13][CH2:12][CH2:11][CH2:10]2)[CH:5]=[CH:6][C:7]=1[F:8].[CH3:17][NH:18][CH3:19].ClC1C=C(C2(CNC)CCCCC2)C=CC=1F. No catalyst specified. The product is [Cl:1][C:2]1[CH:3]=[C:4]([C:9]2([CH2:15][N:18]([CH3:19])[CH3:17])[CH2:14][CH2:13][CH2:12][CH2:11][CH2:10]2)[CH:5]=[CH:6][C:7]=1[F:8]. The yield is 0.880.